Dataset: Reaction yield outcomes from USPTO patents with 853,638 reactions. Task: Predict the reaction yield, written as a fraction of the theoretical maximum amount of product (1.0 means a 100% yield; for example, 0.34 means a 34% yield). (1) The reactants are [Br:1][C:2]1[CH:3]=[CH:4][C:5]2[N:6]([CH2:16][CH2:17][O:18][CH2:19][CH2:20][O:21][CH3:22])[C:7]3[C:12]([C:13]=2[CH:14]=1)=[CH:11][C:10](F)=[CH:9][CH:8]=3.[Li]CCCC.[CH:28](N1CCOCC1)=[O:29]. The catalyst is C1COCC1. The product is [Br:1][C:2]1[CH:14]=[C:13]2[C:5](=[CH:4][CH:3]=1)[N:6]([CH2:16][CH2:17][O:18][CH2:19][CH2:20][O:21][CH3:22])[C:7]1[CH:8]=[CH:9][C:10]([CH:28]=[O:29])=[CH:11][C:12]2=1. The yield is 0.650. (2) The reactants are [CH3:1][C:2]1[NH:6][C:5]2[C:7]([C:17]([O:19]C)=[O:18])=[CH:8][C:9]([N:11]3[CH2:16][CH2:15][O:14][CH2:13][CH2:12]3)=[CH:10][C:4]=2[N:3]=1.Br[CH2:22][C:23]1[CH:28]=[CH:27][CH:26]=[C:25]([Cl:29])[C:24]=1[CH3:30].C(=O)([O-])[O-].[K+].[K+].[OH-].[Li+]. The catalyst is CN(C)C=O.O1CCCC1.O. The product is [Cl:29][C:25]1[C:24]([CH3:30])=[C:23]([CH2:22][N:3]2[C:4]3[CH:10]=[C:9]([N:11]4[CH2:12][CH2:13][O:14][CH2:15][CH2:16]4)[CH:8]=[C:7]([C:17]([OH:19])=[O:18])[C:5]=3[N:6]=[C:2]2[CH3:1])[CH:28]=[CH:27][CH:26]=1. The yield is 0.349. (3) The reactants are Cl.[F:2][C:3]1[CH:8]=[C:7]([CH2:9][NH2:10])[CH:6]=[CH:5][N:4]=1.[Cl:11][C:12]1[C:17]([Cl:18])=[CH:16][CH:15]=[CH:14][C:13]=1[N:19]=[C:20]=[S:21]. No catalyst specified. The product is [Cl:11][C:12]1[C:17]([Cl:18])=[CH:16][CH:15]=[CH:14][C:13]=1[NH:19][C:20]([NH:10][CH2:9][C:7]1[CH:6]=[CH:5][N:4]=[C:3]([F:2])[CH:8]=1)=[S:21]. The yield is 0.530. (4) The reactants are [CH2:1]([C:3]1[C:4](=[O:10])[NH:5][C:6](=O)[NH:7][CH:8]=1)[CH3:2].[Cl:11]C1NC(=O)C(C)=C(C)N=1. No catalyst specified. The product is [Cl:11][C:6]1[NH:5][C:4](=[O:10])[C:3]([CH2:1][CH3:2])=[CH:8][N:7]=1. The yield is 0.670.